Dataset: Forward reaction prediction with 1.9M reactions from USPTO patents (1976-2016). Task: Predict the product of the given reaction. (1) Given the reactants C([O:4][C@H:5]1[CH2:9][C@H:8]([N:10]2[C:14]3[N:15]=[CH:16][N:17]=[C:18]([NH:19][C@@H:20]4[C:28]5[C:23](=[CH:24][CH:25]=[CH:26][CH:27]=5)[CH2:22][CH2:21]4)[C:13]=3[CH:12]=[CH:11]2)[CH2:7][C@H:6]1[CH2:29][OH:30])(=O)C.Cl[S:32]([NH2:35])(=[O:34])=[O:33], predict the reaction product. The product is: [S:32](=[O:34])(=[O:33])([O:30][CH2:29][C@@H:6]1[CH2:7][C@@H:8]([N:10]2[C:14]3[N:15]=[CH:16][N:17]=[C:18]([NH:19][C@@H:20]4[C:28]5[C:23](=[CH:24][CH:25]=[CH:26][CH:27]=5)[CH2:22][CH2:21]4)[C:13]=3[CH:12]=[CH:11]2)[CH2:9][C@@H:5]1[OH:4])[NH2:35]. (2) Given the reactants [NH2:1][C:2]([CH2:19][O:20][CH2:21][CH2:22][C:23]([O:25][CH3:26])=[O:24])([CH2:11][O:12][CH2:13][CH2:14][C:15]([O:17][CH3:18])=[O:16])[CH2:3][O:4][CH2:5][CH2:6][C:7]([O:9][CH3:10])=[O:8].CN(C1C=CC=CN=1)C.[O:36](C(OC(C)(C)C)=O)[C:37](OC(C)(C)C)=O, predict the reaction product. The product is: [N:1]([C:2]([CH2:11][O:12][CH2:13][CH2:14][C:15]([O:17][CH3:18])=[O:16])([CH2:3][O:4][CH2:5][CH2:6][C:7]([O:9][CH3:10])=[O:8])[CH2:19][O:20][CH2:21][CH2:22][C:23]([O:25][CH3:26])=[O:24])=[C:37]=[O:36].